This data is from Catalyst prediction with 721,799 reactions and 888 catalyst types from USPTO. The task is: Predict which catalyst facilitates the given reaction. (1) Reactant: [F:1][C:2]1[CH:7]=[CH:6][C:5]([N+:8]([O-:10])=[O:9])=[CH:4][C:3]=1[C@:11]1([CH3:29])[CH2:16][S:15](=[O:18])(=[O:17])[C:14]([CH3:20])([CH3:19])[C:13]([NH:21][C:22](=[O:28])[O:23][C:24]([CH3:27])([CH3:26])[CH3:25])=[N:12]1.[CH3:30][C:31]([O:34][C:35](O[C:35]([O:34][C:31]([CH3:33])([CH3:32])[CH3:30])=[O:36])=[O:36])([CH3:33])[CH3:32]. Product: [C:24]([O:23][C:22]([N:21]([C:13]1[C:14]([CH3:20])([CH3:19])[S:15](=[O:18])(=[O:17])[CH2:16][C@:11]([C:3]2[CH:4]=[C:5]([N+:8]([O-:10])=[O:9])[CH:6]=[CH:7][C:2]=2[F:1])([CH3:29])[N:12]=1)[C:35](=[O:36])[O:34][C:31]([CH3:33])([CH3:32])[CH3:30])=[O:28])([CH3:27])([CH3:26])[CH3:25]. The catalyst class is: 172. (2) Reactant: C(OC(=O)[NH:7][CH:8]1[CH2:13][CH2:12][CH:11]([NH:14][C:15]2[N:20]=[C:19]3[NH:21][N:22]=[C:23]([C:24]4[CH:29]=[CH:28][N:27]=[C:26]([NH:30][CH2:31][C:32]5[CH:37]=[CH:36][CH:35]=[CH:34][CH:33]=5)[N:25]=4)[C:18]3=[CH:17][N:16]=2)[CH2:10][CH2:9]1)(C)(C)C. Product: [CH2:31]([NH:30][C:26]1[N:25]=[C:24]([C:23]2[C:18]3[C:19](=[N:20][C:15]([NH:14][CH:11]4[CH2:12][CH2:13][CH:8]([NH2:7])[CH2:9][CH2:10]4)=[N:16][CH:17]=3)[NH:21][N:22]=2)[CH:29]=[CH:28][N:27]=1)[C:32]1[CH:37]=[CH:36][CH:35]=[CH:34][CH:33]=1. The catalyst class is: 240. (3) Reactant: [CH3:1][O:2][C:3](=[O:12])[C:4]1[C:5](=[CH:7][C:8]([CH3:11])=[CH:9][CH:10]=1)[OH:6].[S:13](O[S:13]([C:16]([F:19])([F:18])[F:17])(=[O:15])=[O:14])([C:16]([F:19])([F:18])[F:17])(=[O:15])=[O:14].Cl. Product: [CH3:1][O:2][C:3](=[O:12])[C:4]1[CH:10]=[CH:9][C:8]([CH3:11])=[CH:7][C:5]=1[O:6][S:13]([C:16]([F:19])([F:18])[F:17])(=[O:15])=[O:14]. The catalyst class is: 17.